This data is from Forward reaction prediction with 1.9M reactions from USPTO patents (1976-2016). The task is: Predict the product of the given reaction. Given the reactants F[C:2]1[CH:7]=[CH:6][CH:5]=[CH:4][N:3]=1.[NH:8]1[CH2:12][CH2:11][CH:10]([NH:13][C:14](=[O:20])[O:15][C:16]([CH3:19])([CH3:18])[CH3:17])[CH2:9]1, predict the reaction product. The product is: [N:3]1[CH:4]=[CH:5][CH:6]=[CH:7][C:2]=1[N:8]1[CH2:12][CH2:11][CH:10]([NH:13][C:14](=[O:20])[O:15][C:16]([CH3:18])([CH3:17])[CH3:19])[CH2:9]1.